This data is from Experimentally validated miRNA-target interactions with 360,000+ pairs, plus equal number of negative samples. The task is: Binary Classification. Given a miRNA mature sequence and a target amino acid sequence, predict their likelihood of interaction. (1) The miRNA is hsa-miR-186-5p with sequence CAAAGAAUUCUCCUUUUGGGCU. The protein sequence of the target gene is MRTPVVMTLGMVLAPCGLLLNLTGTLAPGWRLVKGFLNQPVDVELYQGLWDMCREQSSRERECGQTDQWGYFEAQPVLVARALMVTSLAATVLGLLLASLGVRCWQDEPNFVLAGLSGVVLFVAGLLGLIPVSWYNHFLGDRDVLPAPASPVTVQVSYSLVLGYLGSCLLLLGGFSLALSFAPWCDERCRRRRKGPSAGPRRSSVSTIQVEWPEPDLAPAIKYYSDGQHRPPPAQHRKPKPKPKVGFPMPRPRPKAYTNSVDVLDGEGWESQDAPSCSTHPCDSSLPCDSDL. Result: 1 (interaction). (2) The miRNA is hsa-miR-204-5p with sequence UUCCCUUUGUCAUCCUAUGCCU. The protein sequence of the target gene is MSAQSLLHSVFSCSSPASSSAASAKGFSKRKLRQTRSLDPALIGGCGSDEAGAEGSARGATAGRLYSPSLPAESLGPRLASSSRGPPPRATRLPPPGPLCSSFSTPSTPQEKSPSGSFHFDYEVPLGRGGLKKSMAWDLPSVLAGPASSRSASSILCSSGGGPNGIFASPRRWLQQRKFQSPPDSRGHPYVVWKSEGDFTWNSMSGRSVRLRSVPIQSLSELERARLQEVAFYQLQQDCDLSCQITIPKDGQKRKKSLRKKLDSLGKEKNKDKEFIPQAFGMPLSQVIANDRAYKLKQDL.... Result: 1 (interaction). (3) The miRNA is mmu-miR-466j with sequence UGUGUGCAUGUGCAUGUGUGUAA. The protein sequence of the target gene is MDALEDYVWPRATSELILLPVTGLECVGDRLLAGEGPDVLVYSLDFGGHLRMIKRVQNLLGHYLIHGFRVRPEPNGDLDLEAMVAVFGSKGLRVVKISWGQGHFWELWRSGLWNMSDWIWDARWLEGNIALALGHNSVVLYDPVVGCILQEVPCTDRCTLSSACLIGDAWKELTIVAGAVSNQLLVWYPATALADNKPVAPDRRISGHVGIIFSMSYLESKGLLATASEDRSVRIWKVGDLRVPGGRVQNIGHCFGHSARVWQVKLLENYLISAGEDCVCLVWSHEGEILQAFRGHQGRG.... Result: 0 (no interaction). (4) Result: 0 (no interaction). The miRNA is mmu-miR-7023-3p with sequence UCACCCUGUCUGCGCCCCUCAG. The protein sequence of the target gene is MILNSSIEDGIKRIQDDCPKAGRHNYIFVMIPTLYSIIFVVGIFGNSLVVIVIYFYMKLKTVASVFLLNLALADLCFLLTLPLWAVYTAMEYQWPFGNHLCKIASASVSFNLYASVFLLTCLSIDRYLAIVHPMKSRLRRTMLVAKVTCIIIWLMAGLASLPAVIHRNVYFIENTNITVCAFHYESQNSTLPIGLGLTKNILGFVFPFVIILTSYTLIWKALKKAYKIQKNTPRNDDIFRIIMAIVLFFFFSWVPHQIFSFLDVLIQLGVIHDCEIADVVDTAMPITICIAYFNNCLNPL.... (5) Result: 0 (no interaction). The protein sequence of the target gene is MHYCVLSTFLLLHLVPVALSLSTCSTLDMDQFMRKRIEAIRGQILSKLKLTSPPEDYPEPDEVPPEVISIYNSTRDLLQEKASRRAAACERERSDEEYYAKEVYKIDMPSHLPSENAIPPTFYRPYFRIVRFDVSTMEKNASNLVKAEFRVFRLQNPKARVAEQRIELYQILKSKDLTSPTQRYIDSKVVKTRAEGEWLSFDVTDAVQEWLHHKDRNLGFKISLHCPCCTFVPSNNYIIPNKSEELEARFAGIDGTSTYASGDQKTIKSTRKKTSGKTPHLLLMLLPSYRLESQQSSRRK.... The miRNA is mmu-miR-466p-5p with sequence UAUGUGUGUGUACAUGUACAU.